Dataset: Full USPTO retrosynthesis dataset with 1.9M reactions from patents (1976-2016). Task: Predict the reactants needed to synthesize the given product. Given the product [ClH:24].[Cl:24][C:16]1[C:17]([N:19]([CH3:23])[CH:20]([CH3:21])[CH3:22])=[N:18][C:12]2[O:11][CH2:10][CH2:9][NH:8][CH2:14][C:13]=2[N:15]=1, predict the reactants needed to synthesize it. The reactants are: C([N:8]1[CH2:14][C:13]2[N:15]=[C:16]([Cl:24])[C:17]([N:19]([CH3:23])[CH:20]([CH3:22])[CH3:21])=[N:18][C:12]=2[O:11][CH2:10][CH2:9]1)C1C=CC=CC=1.ClC(OC(Cl)C)=O.